From a dataset of Retrosynthesis with 50K atom-mapped reactions and 10 reaction types from USPTO. Predict the reactants needed to synthesize the given product. The reactants are: COC(=O)C(c1ccc(C=CC(=O)Nc2ccccc2NC(=O)OC(C)(C)C)cc1)N1CCC(O)C1. Given the product CC(C)(C)OC(=O)Nc1ccccc1NC(=O)/C=C/c1ccc(C(C(=O)O)N2CC[C@H](O)C2)cc1, predict the reactants needed to synthesize it.